Task: Predict the product of the given reaction.. Dataset: Forward reaction prediction with 1.9M reactions from USPTO patents (1976-2016) (1) Given the reactants [C:1]([C:5]1[CH:10]=[CH:9][C:8]([C:11]2[N:12]([C:32](Cl)=[O:33])[C@H:13]([C:24]3[CH:29]=[CH:28][C:27]([C:30]#[CH:31])=[CH:26][CH:25]=3)[C@H:14]([C:16]3[CH:21]=[CH:20][C:19]([C:22]#[CH:23])=[CH:18][CH:17]=3)[N:15]=2)=[C:7]([O:35][CH2:36][CH3:37])[CH:6]=1)([CH3:4])([CH3:3])[CH3:2].[NH:38]1[CH2:43][CH2:42][NH:41][CH2:40][C:39]1=[O:44], predict the reaction product. The product is: [C:1]([C:5]1[CH:10]=[CH:9][C:8]([C:11]2[N:12]([C:32]([N:41]3[CH2:42][CH2:43][NH:38][C:39](=[O:44])[CH2:40]3)=[O:33])[C@H:13]([C:24]3[CH:29]=[CH:28][C:27]([C:30]#[CH:31])=[CH:26][CH:25]=3)[C@H:14]([C:16]3[CH:21]=[CH:20][C:19]([C:22]#[CH:23])=[CH:18][CH:17]=3)[N:15]=2)=[C:7]([O:35][CH2:36][CH3:37])[CH:6]=1)([CH3:4])([CH3:3])[CH3:2]. (2) The product is: [CH3:17][O:18][N:19]([CH3:20])[C:13]([CH:10]1[CH2:11][CH2:12][N:8]([C:6]([O:5][C:1]([CH3:2])([CH3:3])[CH3:4])=[O:7])[CH2:9]1)=[O:15]. Given the reactants [C:1]([O:5][C:6]([N:8]1[CH2:12][CH2:11][CH:10]([C:13]([OH:15])=O)[CH2:9]1)=[O:7])([CH3:4])([CH3:3])[CH3:2].Cl.[CH3:17][O:18][NH:19][CH3:20].CCN(C(C)C)C(C)C.CN(C(ON1N=NC2C=CC=NC1=2)=[N+](C)C)C.F[P-](F)(F)(F)(F)F, predict the reaction product. (3) Given the reactants [Br:1][C:2]1[CH:3]=[C:4]([CH:6]=[C:7]([F:9])[CH:8]=1)[NH2:5].Cl[C:11](Cl)(Cl)[CH:12]([OH:14])O.[O-]S([O-])(=O)=O.[Na+].[Na+].[Cl-].[OH:25][NH3+:26], predict the reaction product. The product is: [Br:1][C:2]1[CH:3]=[C:4]([NH:5][C:12](=[O:14])/[CH:11]=[N:26]/[OH:25])[CH:6]=[C:7]([F:9])[CH:8]=1.